From a dataset of Reaction yield outcomes from USPTO patents with 853,638 reactions. Predict the reaction yield, written as a fraction of the theoretical maximum amount of product (1.0 means a 100% yield; for example, 0.34 means a 34% yield). (1) The reactants are C(Cl)(=O)C(Cl)=O.[CH2:7]([O:14][C:15]([C:17]1[N:18]([S:31]([C:34]2[CH:39]=[CH:38][C:37]([CH3:40])=[CH:36][CH:35]=2)(=[O:33])=[O:32])[CH:19]=[C:20]([C:22]2[CH:27]=[CH:26][CH:25]=[C:24]([C:28]([OH:30])=O)[CH:23]=2)[CH:21]=1)=[O:16])[C:8]1[CH:13]=[CH:12][CH:11]=[CH:10][CH:9]=1.[F:41][C:42]([F:51])([F:50])[C:43]1[CH:44]=[C:45]([CH:47]=[CH:48][CH:49]=1)N.C(Cl)Cl.C[N:56](C=O)C. No catalyst specified. The product is [CH2:7]([O:14][C:15]([C:17]1[N:18]([S:31]([C:34]2[CH:39]=[CH:38][C:37]([CH3:40])=[CH:36][CH:35]=2)(=[O:33])=[O:32])[CH:19]=[C:20]([C:22]2[CH:27]=[CH:26][CH:25]=[C:24]([C:28](=[O:30])[NH:56][C:47]3[CH:45]=[CH:44][C:43]([C:42]([F:51])([F:50])[F:41])=[CH:49][CH:48]=3)[CH:23]=2)[CH:21]=1)=[O:16])[C:8]1[CH:9]=[CH:10][CH:11]=[CH:12][CH:13]=1. The yield is 0.770. (2) The reactants are Cl[C:2]1[N:7]=[C:6]([N:8]([C:10]2[CH:15]=[CH:14][C:13]([F:16])=[C:12]([Cl:17])[C:11]=2[F:18])[CH3:9])[CH:5]=[CH:4][N:3]=1.[N:19]1([C:25]2[CH:26]=[C:27]([CH:29]=[C:30]([N:32]3[CH2:37][CH2:36][S:35][CH2:34][CH2:33]3)[CH:31]=2)[NH2:28])[CH2:24][CH2:23][O:22][CH2:21][CH2:20]1.Cl. The catalyst is O1CCOCC1.CC(O)C. The product is [Cl:17][C:12]1[C:11]([F:18])=[C:10]([N:8]([CH3:9])[C:6]2[CH:5]=[CH:4][N:3]=[C:2]([NH:28][C:27]3[CH:29]=[C:30]([N:32]4[CH2:33][CH2:34][S:35][CH2:36][CH2:37]4)[CH:31]=[C:25]([N:19]4[CH2:24][CH2:23][O:22][CH2:21][CH2:20]4)[CH:26]=3)[N:7]=2)[CH:15]=[CH:14][C:13]=1[F:16]. The yield is 0.580. (3) The reactants are [CH3:1][O:2][C:3]([C@@H:5]1[CH2:18][C@H:17]([OH:19])[C:16](=[O:20])[C@H:15]2[C@@:6]1([CH3:28])[CH2:7][CH2:8][C@H:9]1[C@:14]2([CH3:21])[CH2:13][C@@H:12]([C:22]2[CH:26]=[CH:25][O:24][CH:23]=2)[O:11][C:10]1=[O:27])=[O:4].[C:29](Cl)(=[O:36])[C:30]1[CH:35]=[CH:34][CH:33]=[CH:32][CH:31]=1.CO. The catalyst is CN(C1C=CN=CC=1)C.C(Cl)Cl. The product is [CH3:1][O:2][C:3]([C@@H:5]1[CH2:18][C@H:17]([O:19][C:29](=[O:36])[C:30]2[CH:35]=[CH:34][CH:33]=[CH:32][CH:31]=2)[C:16](=[O:20])[C@H:15]2[C@@:6]1([CH3:28])[CH2:7][CH2:8][C@@H:9]1[C@:14]2([CH3:21])[CH2:13][C@@H:12]([C:22]2[CH:26]=[CH:25][O:24][CH:23]=2)[O:11][C:10]1=[O:27])=[O:4]. The yield is 0.980. (4) The reactants are C([N-]C(C)C)(C)C.[Li+].[N:9]1[CH:14]=[CH:13][C:12]([CH3:15])=[CH:11][CH:10]=1.CON(C)[C:19](=[O:26])[C:20]1[CH:25]=[CH:24][CH:23]=[CH:22][CH:21]=1. The catalyst is C1COCC1. The product is [C:20]1([C:19](=[O:26])[CH2:15][C:12]2[CH:13]=[CH:14][N:9]=[CH:10][CH:11]=2)[CH:25]=[CH:24][CH:23]=[CH:22][CH:21]=1. The yield is 0.700. (5) The catalyst is CO. The reactants are [N:1]1[CH:2]=[N:3][N:4]2[CH:9]=[CH:8][C:7]([C:10]([O:12]C)=[O:11])=[CH:6][C:5]=12.[Li+].[OH-].Cl. The product is [N:1]1[CH:2]=[N:3][N:4]2[CH:9]=[CH:8][C:7]([C:10]([OH:12])=[O:11])=[CH:6][C:5]=12. The yield is 0.380. (6) The reactants are [Cl:1][C:2]1[CH:23]=[CH:22][CH:21]=[CH:20][C:3]=1[CH2:4][N:5]([CH3:19])[C:6](=[O:18])[CH2:7][CH2:8][CH2:9][S:10][C:11]1[CH:16]=[CH:15][C:14]([OH:17])=[CH:13][CH:12]=1.ClC1C=CC=C(C(OO)=[O:32])C=1. The catalyst is ClCCl. The product is [Cl:1][C:2]1[CH:23]=[CH:22][CH:21]=[CH:20][C:3]=1[CH2:4][N:5]([CH3:19])[C:6](=[O:18])[CH2:7][CH2:8][CH2:9][S:10]([C:11]1[CH:16]=[CH:15][C:14]([OH:17])=[CH:13][CH:12]=1)=[O:32]. The yield is 0.380.